This data is from Full USPTO retrosynthesis dataset with 1.9M reactions from patents (1976-2016). The task is: Predict the reactants needed to synthesize the given product. (1) Given the product [NH2:27][C:26]1[NH:25][CH2:24][N:23]([CH2:29][C:30](=[O:41])[CH3:31])[C:22](=[O:32])[C:21]=1[NH:20][C:15]([C:13]1[CH:12]=[N:11][N:10]([CH2:9][C:5]2[CH:6]=[CH:7][CH:8]=[C:3]([C:2]([F:1])([F:19])[F:18])[CH:4]=2)[CH:14]=1)=[O:17], predict the reactants needed to synthesize it. The reactants are: [F:1][C:2]([F:19])([F:18])[C:3]1[CH:4]=[C:5]([CH2:9][N:10]2[CH:14]=[C:13]([C:15]([OH:17])=O)[CH:12]=[N:11]2)[CH:6]=[CH:7][CH:8]=1.[NH2:20][C:21]1[C:22](=[O:32])[N:23]([CH2:29][CH2:30][CH3:31])[C:24](=O)[NH:25][C:26]=1[NH2:27].C(N(CC)CC)C.S(Cl)(Cl)=[O:41]. (2) Given the product [Cl:19][C:3]1[C:4]2[C:9](=[CH:8][CH:7]=[CH:6][CH:5]=2)[NH:1][C:2]=1[C:10]([N:12]1[CH2:13][CH2:14][N:15]([CH3:18])[CH2:16][CH2:17]1)=[O:11], predict the reactants needed to synthesize it. The reactants are: [NH:1]1[C:9]2[C:4](=[CH:5][CH:6]=[CH:7][CH:8]=2)[CH:3]=[C:2]1[C:10]([N:12]1[CH2:17][CH2:16][N:15]([CH3:18])[CH2:14][CH2:13]1)=[O:11].[Cl:19]N1C(=O)CCC1=O. (3) Given the product [F:35][C:32]1[CH:33]=[CH:34][C:29]([N:23]2[C:24]([C:25]([F:28])([F:27])[F:26])=[C:20]([C:18]3[N:38]=[N:37][C:2]4[CH2:3][CH2:4][CH2:5][CH2:6][CH2:7][CH2:8][C:1]=4[CH:17]=3)[CH:21]=[N:22]2)=[CH:30][CH:31]=1, predict the reactants needed to synthesize it. The reactants are: [C:1]1(=O)[CH2:8][CH2:7][CH2:6][CH2:5][CH2:4][CH2:3][C:2]1=O.COP([CH2:17][C:18]([C:20]1[CH:21]=[N:22][N:23]([C:29]2[CH:34]=[CH:33][C:32]([F:35])=[CH:31][CH:30]=2)[C:24]=1[C:25]([F:28])([F:27])[F:26])=O)(=O)OC.O.[NH2:37][NH2:38]. (4) Given the product [Cl:1][C:2]1[CH:3]=[CH:4][C:5]([C@H:8]2[N:15]3[C:11]([S:12][C:13]([C:19]([N:21]4[CH2:28][CH2:27][CH2:26][C@H:22]4[C:23]([N:43]4[CH2:44][C@H:40]5[O:39][C:38]([CH3:46])([CH3:37])[O:45][C@H:41]5[CH2:42]4)=[O:24])=[O:20])=[C:14]3[CH:16]([CH3:17])[CH3:18])=[N:10][C@:9]2([C:30]2[CH:31]=[CH:32][C:33]([Cl:36])=[CH:34][CH:35]=2)[CH3:29])=[CH:6][CH:7]=1, predict the reactants needed to synthesize it. The reactants are: [Cl:1][C:2]1[CH:7]=[CH:6][C:5]([C@H:8]2[N:15]3[C:11]([S:12][C:13]([C:19]([N:21]4[CH2:28][CH2:27][CH2:26][C@H:22]4[C:23](O)=[O:24])=[O:20])=[C:14]3[CH:16]([CH3:18])[CH3:17])=[N:10][C@:9]2([C:30]2[CH:35]=[CH:34][C:33]([Cl:36])=[CH:32][CH:31]=2)[CH3:29])=[CH:4][CH:3]=1.[CH3:37][C:38]1([CH3:46])[O:45][C@H:41]2[CH2:42][NH:43][CH2:44][C@H:40]2[O:39]1.